This data is from Full USPTO retrosynthesis dataset with 1.9M reactions from patents (1976-2016). The task is: Predict the reactants needed to synthesize the given product. (1) Given the product [CH:1]1([NH:4][C:5]([C:7]2[N:8]=[N:9][N:10]([C:16]3[CH:21]=[CH:20][C:19]([C:22]([NH:24][CH:25]4[CH2:27][CH2:26]4)=[O:23])=[CH:18][CH:17]=3)[C:11]=2[CH2:12][CH2:13][CH2:14][F:41])=[O:6])[CH2:3][CH2:2]1, predict the reactants needed to synthesize it. The reactants are: [CH:1]1([NH:4][C:5]([C:7]2[N:8]=[N:9][N:10]([C:16]3[CH:21]=[CH:20][C:19]([C:22]([NH:24][CH:25]4[CH2:27][CH2:26]4)=[O:23])=[CH:18][CH:17]=3)[C:11]=2[CH2:12][CH2:13][CH2:14]O)=[O:6])[CH2:3][CH2:2]1.C(N(CC)CC)C.CS(Cl)(=O)=O.O.[F-:41].C([N+](CCCC)(CCCC)CCCC)CCC. (2) Given the product [CH:1]1([CH2:4][O:5][C:6]2[N:11]=[C:10]([C:12]([N:23]3[CH2:24][CH2:25][CH:26]([OH:28])[CH2:27][C:22]3([CH3:29])[CH3:21])=[O:14])[CH:9]=[CH:8][C:7]=2[N:15]2[CH2:18][C:17]([F:20])([F:19])[CH2:16]2)[CH2:2][CH2:3]1, predict the reactants needed to synthesize it. The reactants are: [CH:1]1([CH2:4][O:5][C:6]2[N:11]=[C:10]([C:12]([OH:14])=O)[CH:9]=[CH:8][C:7]=2[N:15]2[CH2:18][C:17]([F:20])([F:19])[CH2:16]2)[CH2:3][CH2:2]1.[CH3:21][C:22]1([CH3:29])[CH2:27][CH:26]([OH:28])[CH2:25][CH2:24][NH:23]1.CN(C(ON1N=NC2C=CC=CC1=2)=[N+](C)C)C.[B-](F)(F)(F)F.CCN(C(C)C)C(C)C. (3) Given the product [C:1]([C:5]1[N:9]([CH2:10][CH:11]2[CH2:16][CH2:15][O:14][CH2:13][CH2:12]2)[C:8]2[CH:17]=[CH:18][C:19]([S:21]([N:25]3[CH:29]=[CH:28][CH:27]=[N:26]3)(=[O:23])=[O:22])=[CH:20][C:7]=2[N:6]=1)([CH3:4])([CH3:3])[CH3:2], predict the reactants needed to synthesize it. The reactants are: [C:1]([C:5]1[N:9]([CH2:10][CH:11]2[CH2:16][CH2:15][O:14][CH2:13][CH2:12]2)[C:8]2[CH:17]=[CH:18][C:19]([S:21](Cl)(=[O:23])=[O:22])=[CH:20][C:7]=2[N:6]=1)([CH3:4])([CH3:3])[CH3:2].[NH:25]1[CH:29]=[CH:28][CH:27]=[N:26]1. (4) The reactants are: [H-].[Na+].[OH:3][CH2:4][CH2:5]S(C)(=O)=O.FC1C=[CH:17][C:16]([C:19]([F:22])([F:21])[F:20])=[CH:15][C:12]=1[C:13]#[N:14].Cl. Given the product [NH2:14][CH2:13][C:12]1[CH:15]=[C:16]([C:19]([F:22])([F:21])[F:20])[CH:17]=[CH:5][C:4]=1[OH:3], predict the reactants needed to synthesize it. (5) Given the product [CH2:18]([O:20][C:21]([C:23]1([CH2:27][NH:1][C:2]2[CH:7]=[N:6][CH:5]=[C:4]([C:8]3[N:9]([CH3:17])[C:10]4[C:15]([CH:16]=3)=[CH:14][CH:13]=[CH:12][CH:11]=4)[CH:3]=2)[CH2:26][CH2:25][CH2:24]1)=[O:22])[CH3:19], predict the reactants needed to synthesize it. The reactants are: [NH2:1][C:2]1[CH:3]=[C:4]([C:8]2[N:9]([CH3:17])[C:10]3[C:15]([CH:16]=2)=[CH:14][CH:13]=[CH:12][CH:11]=3)[CH:5]=[N:6][CH:7]=1.[CH2:18]([O:20][C:21]([C:23]1([CH:27]=O)[CH2:26][CH2:25][CH2:24]1)=[O:22])[CH3:19].C(O)(=O)C.C(O[BH-](OC(=O)C)OC(=O)C)(=O)C.[Na+].